This data is from NCI-60 drug combinations with 297,098 pairs across 59 cell lines. The task is: Regression. Given two drug SMILES strings and cell line genomic features, predict the synergy score measuring deviation from expected non-interaction effect. (1) Drug 1: CC1=C(C=C(C=C1)NC2=NC=CC(=N2)N(C)C3=CC4=NN(C(=C4C=C3)C)C)S(=O)(=O)N.Cl. Drug 2: CC(C)CN1C=NC2=C1C3=CC=CC=C3N=C2N. Cell line: PC-3. Synergy scores: CSS=-0.549, Synergy_ZIP=5.09, Synergy_Bliss=0.0435, Synergy_Loewe=0.197, Synergy_HSA=0.284. (2) Drug 1: C1=CN(C(=O)N=C1N)C2C(C(C(O2)CO)O)O.Cl. Drug 2: CC1C(C(CC(O1)OC2CC(CC3=C2C(=C4C(=C3O)C(=O)C5=C(C4=O)C(=CC=C5)OC)O)(C(=O)CO)O)N)O.Cl. Cell line: HCC-2998. Synergy scores: CSS=37.7, Synergy_ZIP=-6.27, Synergy_Bliss=-12.6, Synergy_Loewe=0.513, Synergy_HSA=-8.28. (3) Drug 1: C1=CC=C(C=C1)NC(=O)CCCCCCC(=O)NO. Drug 2: CC12CCC3C(C1CCC2OP(=O)(O)O)CCC4=C3C=CC(=C4)OC(=O)N(CCCl)CCCl.[Na+]. Cell line: K-562. Synergy scores: CSS=32.7, Synergy_ZIP=-0.865, Synergy_Bliss=1.85, Synergy_Loewe=-8.89, Synergy_HSA=2.05.